Task: Predict the product of the given reaction.. Dataset: Forward reaction prediction with 1.9M reactions from USPTO patents (1976-2016) (1) Given the reactants FC(F)(F)C(O)=O.[CH3:8][O:9][C:10]([C@H:12]1[CH2:17][NH:16][CH2:15][CH2:14][N:13]1[C:18]1[CH:23]=[CH:22][C:21]([Cl:24])=[CH:20][CH:19]=1)=[O:11].[C:25]([O:29][C:30]([NH:32][C@@H:33]([CH:37]([CH3:39])[CH3:38])[C:34](O)=[O:35])=[O:31])([CH3:28])([CH3:27])[CH3:26].CCN(C(C)C)C(C)C.CN(C(ON1N=NC2C=CC=CC1=2)=[N+](C)C)C.F[P-](F)(F)(F)(F)F, predict the reaction product. The product is: [CH3:8][O:9][C:10]([C@H:12]1[CH2:17][N:16]([C:34](=[O:35])[C@@H:33]([NH:32][C:30]([O:29][C:25]([CH3:26])([CH3:28])[CH3:27])=[O:31])[CH:37]([CH3:39])[CH3:38])[CH2:15][CH2:14][N:13]1[C:18]1[CH:23]=[CH:22][C:21]([Cl:24])=[CH:20][CH:19]=1)=[O:11]. (2) Given the reactants Br[C:2]1[CH:3]=[CH:4][CH:5]=[C:6]2[C:11]=1[N:10]=[CH:9][CH:8]=[CH:7]2.[CH3:12][O:13][C:14]1[CH:15]=[C:16](B(O)O)[CH:17]=[CH:18][CH:19]=1.C([O-])([O-])=O.[K+].[K+], predict the reaction product. The product is: [CH3:12][O:13][C:14]1[CH:19]=[C:18]([C:2]2[CH:3]=[CH:4][CH:5]=[C:6]3[C:11]=2[N:10]=[CH:9][CH:8]=[CH:7]3)[CH:17]=[CH:16][CH:15]=1.